Dataset: Reaction yield outcomes from USPTO patents with 853,638 reactions. Task: Predict the reaction yield, written as a fraction of the theoretical maximum amount of product (1.0 means a 100% yield; for example, 0.34 means a 34% yield). The reactants are [CH3:1][O:2][C:3]1[CH:4]=[C:5]2[C:9](=[CH:10][CH:11]=1)[N:8]([CH3:12])[CH:7]=[C:6]2[C:13]1[N:23]([CH2:24][O:25][CH2:26][CH2:27][Si:28]([CH3:31])([CH3:30])[CH3:29])[C:16]2=[N:17][CH:18]=[C:19]([CH2:21][NH2:22])[N:20]=[C:15]2[CH:14]=1.[O:32]1[CH2:36][CH2:35][CH2:34][C:33]1=[O:37].N1C=NC=N1.C1CCN2C(=NCCC2)CC1. The catalyst is C(Cl)Cl. The product is [OH:37][CH2:33][CH2:34][CH2:35][C:36]([NH:22][CH2:21][C:19]1[N:20]=[C:15]2[CH:14]=[C:13]([C:6]3[C:5]4[C:9](=[CH:10][CH:11]=[C:3]([O:2][CH3:1])[CH:4]=4)[N:8]([CH3:12])[CH:7]=3)[N:23]([CH2:24][O:25][CH2:26][CH2:27][Si:28]([CH3:30])([CH3:29])[CH3:31])[C:16]2=[N:17][CH:18]=1)=[O:32]. The yield is 0.420.